Dataset: Reaction yield outcomes from USPTO patents with 853,638 reactions. Task: Predict the reaction yield, written as a fraction of the theoretical maximum amount of product (1.0 means a 100% yield; for example, 0.34 means a 34% yield). (1) The reactants are [CH2:1]([C:3]1[C:12]([OH:13])=[CH:11][C:10]2[C:5](=[N:6][CH:7]=[CH:8][CH:9]=2)[N:4]=1)[CH3:2].Cl[C:15]1[C:24]2[C:19](=[CH:20][C:21]([O:27][CH3:28])=[C:22]([O:25][CH3:26])[CH:23]=2)[N:18]=[CH:17][CH:16]=1.O. The catalyst is CN(C)C1C=CN=CC=1.ClC1C=CC=CC=1Cl. The product is [CH3:26][O:25][C:22]1[CH:23]=[C:24]2[C:19](=[CH:20][C:21]=1[O:27][CH3:28])[N:18]=[CH:17][CH:16]=[C:15]2[O:13][C:12]1[C:3]([CH2:1][CH3:2])=[N:4][C:5]2[C:10]([CH:11]=1)=[CH:9][CH:8]=[CH:7][N:6]=2. The yield is 0.570. (2) The reactants are [O:1]=[C:2]1[C:5]2([CH2:9][CH2:8][CH2:7][N:6]2[C:10]([O:12][CH2:13][C:14]2[CH:19]=[CH:18][CH:17]=[CH:16][CH:15]=2)=[O:11])[CH2:4][NH:3]1.Br[CH2:21][C:22]([O:24][CH2:25][CH3:26])=[O:23]. The catalyst is C(#N)C. The product is [CH2:25]([O:24][C:22](=[O:23])[CH2:21][N:3]1[CH2:4][C:5]2([CH2:9][CH2:8][CH2:7][N:6]2[C:10]([O:12][CH2:13][C:14]2[CH:19]=[CH:18][CH:17]=[CH:16][CH:15]=2)=[O:11])[C:2]1=[O:1])[CH3:26]. The yield is 0.786. (3) The reactants are C([O:3][C:4]([C:6]1[CH:14]=[C:13]2[C:9]([CH:10]=[N:11][N:12]2[CH:15]2[CH2:20][CH2:19][CH2:18][CH2:17][O:16]2)=[CH:8][C:7]=1[O:21][C:22]1[CH:27]=[CH:26][C:25]([N+:28]([O-:30])=[O:29])=[CH:24][C:23]=1[F:31])=[O:5])C.[Li+].[OH-].CCOC(C)=O.C(O)(=O)C. The catalyst is C1COCC1.CO.O. The product is [F:31][C:23]1[CH:24]=[C:25]([N+:28]([O-:30])=[O:29])[CH:26]=[CH:27][C:22]=1[O:21][C:7]1[CH:8]=[C:9]2[C:13](=[CH:14][C:6]=1[C:4]([OH:5])=[O:3])[N:12]([CH:15]1[CH2:20][CH2:19][CH2:18][CH2:17][O:16]1)[N:11]=[CH:10]2. The yield is 0.950. (4) The reactants are [F:1][C:2]1[CH:7]=[CH:6][C:5]([CH2:8][C:9]2[CH:18]=[C:17]3[C:12]([C:13]([OH:29])=[C:14]([C:24](OCC)=[O:25])[C:15](=[O:23])[N:16]3[CH2:19][CH2:20][CH2:21][OH:22])=[N:11][CH:10]=2)=[CH:4][CH:3]=1.[NH2:30][CH2:31][CH2:32][N:33]1[CH2:37][CH2:36][NH:35][C:34]1=[O:38]. No catalyst specified. The yield is 0.310. The product is [F:1][C:2]1[CH:3]=[CH:4][C:5]([CH2:8][C:9]2[CH:18]=[C:17]3[C:12]([C:13]([OH:29])=[C:14]([C:24]([NH:30][CH2:31][CH2:32][N:33]4[CH2:37][CH2:36][NH:35][C:34]4=[O:38])=[O:25])[C:15](=[O:23])[N:16]3[CH2:19][CH2:20][CH2:21][OH:22])=[N:11][CH:10]=2)=[CH:6][CH:7]=1. (5) The reactants are [CH3:1][C:2]1[O:6][N:5]=[C:4]([C:7]2[CH:12]=[CH:11][CH:10]=[CH:9][CH:8]=2)[C:3]=1[C:13]1[N:14]=[C:15]2[CH:20]=[CH:19][C:18]([C:21]([OH:23])=O)=[CH:17][N:16]2[CH:24]=1.[CH3:45][C:43]1O[N:40]=[C:41](C2C=CC=CC=2)[C:42]=1C1N=C2C=[C:43]([C:45](O)=O)[CH:42]=[CH:41][N:40]2C=1. No catalyst specified. The product is [CH:42]1([CH2:41][NH:40][C:21]([C:18]2[CH:19]=[CH:20][C:15]3[N:16]([CH:24]=[C:13]([C:3]4[C:4]([C:7]5[CH:8]=[CH:9][CH:10]=[CH:11][CH:12]=5)=[N:5][O:6][C:2]=4[CH3:1])[N:14]=3)[CH:17]=2)=[O:23])[CH2:43][CH2:45]1. The yield is 0.820. (6) The reactants are [CH3:1][N:2]([CH3:23])[C:3](=O)[CH2:4][O:5][CH:6]1[CH2:11][CH2:10][N:9]([C:12]([O:14][CH2:15][C:16]2[CH:21]=[CH:20][CH:19]=[CH:18][CH:17]=2)=[O:13])[CH2:8][CH2:7]1. The catalyst is C1COCC1. The product is [CH3:1][N:2]([CH3:23])[CH2:3][CH2:4][O:5][CH:6]1[CH2:7][CH2:8][N:9]([C:12]([O:14][CH2:15][C:16]2[CH:17]=[CH:18][CH:19]=[CH:20][CH:21]=2)=[O:13])[CH2:10][CH2:11]1. The yield is 0.930.